From a dataset of Choline transporter screen with 302,306 compounds. Binary Classification. Given a drug SMILES string, predict its activity (active/inactive) in a high-throughput screening assay against a specified biological target. The drug is O\1c2c(C(=O)C1=C/c1ccncc1)ccc(OC(=O)c1ccccc1)c2. The result is 0 (inactive).